This data is from Catalyst prediction with 721,799 reactions and 888 catalyst types from USPTO. The task is: Predict which catalyst facilitates the given reaction. Reactant: [CH3:1][O:2][C:3](=[O:12])[C:4]1[C:9]([F:10])=[CH:8][CH:7]=[CH:6][C:5]=1[NH2:11].[F:13][C:14]1[CH:19]=[CH:18][C:17]([CH2:20][C:21](Cl)=[O:22])=[CH:16][CH:15]=1.C(=O)(O)[O-].[Na+]. Product: [CH3:1][O:2][C:3](=[O:12])[C:4]1[C:5]([NH:11][C:21](=[O:22])[CH2:20][C:17]2[CH:18]=[CH:19][C:14]([F:13])=[CH:15][CH:16]=2)=[CH:6][CH:7]=[CH:8][C:9]=1[F:10]. The catalyst class is: 64.